Task: Predict the reaction yield, written as a fraction of the theoretical maximum amount of product (1.0 means a 100% yield; for example, 0.34 means a 34% yield).. Dataset: Reaction yield outcomes from USPTO patents with 853,638 reactions (1) The reactants are [NH:1]1[C:9]2[C:4](=[CH:5][CH:6]=[CH:7][CH:8]=2)[CH:3]=[CH:2]1.[H-].[Na+].[Na]N1C2C(=CC=CC=2)C=C1.[CH3:22][Si:23](Cl)([CH3:28])[C:24]([CH3:27])([CH3:26])[CH3:25]. The catalyst is C1COCC1. The product is [CH3:22][Si:23]([CH3:28])([C:24]([CH3:27])([CH3:26])[CH3:25])[N:1]1[C:9]2[C:4](=[CH:5][CH:6]=[CH:7][CH:8]=2)[CH:3]=[CH:2]1. The yield is 0.790. (2) The reactants are [F:1][C:2]1[CH:8]=[C:7]([I:9])[C:6]([F:10])=[CH:5][C:3]=1[NH2:4].[CH3:11][S:12](Cl)(=[O:14])=[O:13].N1C=CC=CC=1. The catalyst is C(Cl)Cl. The product is [F:1][C:2]1[CH:8]=[C:7]([I:9])[C:6]([F:10])=[CH:5][C:3]=1[NH:4][S:12]([CH3:11])(=[O:14])=[O:13]. The yield is 0.870. (3) The yield is 0.590. The catalyst is CO.C(Cl)Cl. The reactants are [F:1][C:2]1[C:10]([CH2:11][C:12]2[N:16]3[N:17]=[C:18]([C:21](=O)[CH3:22])[CH:19]=[CH:20][C:15]3=[N:14][CH:13]=2)=[C:9]([F:24])[CH:8]=[C:7]2[C:3]=1[CH:4]=[N:5][N:6]2[CH3:25].[NH2:26][O:27][CH2:28][CH2:29][OH:30]. The product is [OH:30][CH2:29][CH2:28][O:27]/[N:26]=[C:21](/[C:18]1[CH:19]=[CH:20][C:15]2[N:16]([C:12]([CH2:11][C:10]3[C:2]([F:1])=[C:3]4[C:7](=[CH:8][C:9]=3[F:24])[N:6]([CH3:25])[N:5]=[CH:4]4)=[CH:13][N:14]=2)[N:17]=1)\[CH3:22]. (4) The reactants are [C:1]([O:5][C:6]([N:8]1[C:16]2[C:11](=[CH:12][CH:13]=[C:14]([OH:17])[CH:15]=2)[CH:10]=[C:9]1[C:18]1[C:19]2[S:32][C:31]([C:33]3[CH:38]=[CH:37][CH:36]=[C:35]([O:39][CH3:40])[CH:34]=3)=[CH:30][C:20]=2[N:21]([C:23]([O:25][C:26]([CH3:29])([CH3:28])[CH3:27])=[O:24])[N:22]=1)=[O:7])([CH3:4])([CH3:3])[CH3:2].C(=O)([O-])[O-].[Cs+].[Cs+].[Br:47][CH2:48][CH2:49][CH2:50]Br. No catalyst specified. The product is [C:1]([O:5][C:6]([N:8]1[C:16]2[C:11](=[CH:12][CH:13]=[C:14]([O:17][CH2:50][CH2:49][CH2:48][Br:47])[CH:15]=2)[CH:10]=[C:9]1[C:18]1[C:19]2[S:32][C:31]([C:33]3[CH:38]=[CH:37][CH:36]=[C:35]([O:39][CH3:40])[CH:34]=3)=[CH:30][C:20]=2[N:21]([C:23]([O:25][C:26]([CH3:29])([CH3:28])[CH3:27])=[O:24])[N:22]=1)=[O:7])([CH3:2])([CH3:3])[CH3:4]. The yield is 0.760. (5) The reactants are [CH2:1]([O:7][C:8]([C@@H:10]1[CH2:15][CH2:14][CH2:13][N:12]([C:16](=[O:48])[C@@H:17]([NH:33][C:34](=[O:47])[C@@H:35]([NH:39][C:40](OC(C)(C)C)=[O:41])[CH:36]([CH3:38])[CH3:37])[CH2:18][C:19]2[CH:24]=[CH:23][CH:22]=[C:21]([O:25][Si:26]([C:29]([CH3:32])([CH3:31])[CH3:30])([CH3:28])[CH3:27])[CH:20]=2)[NH:11]1)=[O:9])[CH2:2][CH2:3][CH2:4][CH:5]=[CH2:6].FC(F)(F)S(O[Si](C)(C)C)(=O)=O.C(N(CC)C(C)C)(C)C.[CH3:70][O:71][C@@H:72]([CH2:78][CH2:79][CH:80]=[CH2:81])[C@H:73](C)[C:74](O)=O.F[P-](F)(F)(F)(F)F.N1(OC(N(C)C)=[N+](C)C)C2N=CC=CC=2N=N1. The catalyst is ClCCl.CN(C)C=O.[Cl-].[Na+].O. The product is [CH2:1]([O:7][C:8]([C@@H:10]1[CH2:15][CH2:14][CH2:13][N:12]([C:16](=[O:48])[C@@H:17]([NH:33][C:34](=[O:47])[C@@H:35]([NH:39][C:40](=[O:41])[C@H:73]([CH3:74])[C@H:72]([O:71][CH3:70])[CH2:78][CH2:79][CH:80]=[CH2:81])[CH:36]([CH3:38])[CH3:37])[CH2:18][C:19]2[CH:24]=[CH:23][CH:22]=[C:21]([O:25][Si:26]([C:29]([CH3:32])([CH3:31])[CH3:30])([CH3:28])[CH3:27])[CH:20]=2)[NH:11]1)=[O:9])[CH2:2][CH2:3][CH2:4][CH:5]=[CH2:6]. The yield is 0.350. (6) The reactants are C([O:3][C:4](=O)[CH2:5][C:6]1[CH:7]=[C:8]2[C:12](=[C:13]([NH:15][CH:16]3[CH2:20][CH2:19][CH2:18][CH2:17]3)[CH:14]=1)[NH:11][C:10]([C:21]1[CH:26]=[CH:25][CH:24]=[CH:23][CH:22]=1)=[CH:9]2)C.C1(=O)CCCC1. No catalyst specified. The product is [CH:16]1([NH:15][C:13]2[CH:14]=[C:6]([CH2:5][CH2:4][OH:3])[CH:7]=[C:8]3[C:12]=2[NH:11][C:10]([C:21]2[CH:22]=[CH:23][CH:24]=[CH:25][CH:26]=2)=[CH:9]3)[CH2:17][CH2:18][CH2:19][CH2:20]1. The yield is 0.800. (7) The reactants are [SH:1][C:2]1[NH:3][C:4]2[CH:10]=[CH:9][CH:8]=[CH:7][C:5]=2[N:6]=1.C(N(CC)CC)C.[C:18]1([C:24](Cl)([C:31]2[CH:36]=[CH:35][CH:34]=[CH:33][CH:32]=2)[C:25]2[CH:30]=[CH:29][CH:28]=[CH:27][CH:26]=2)[CH:23]=[CH:22][CH:21]=[CH:20][CH:19]=1. The catalyst is O1CCCC1. The product is [C:18]1([C:24]([C:25]2[CH:26]=[CH:27][CH:28]=[CH:29][CH:30]=2)([C:31]2[CH:32]=[CH:33][CH:34]=[CH:35][CH:36]=2)[S:1][C:2]2[NH:3][C:4]3[CH:10]=[CH:9][CH:8]=[CH:7][C:5]=3[N:6]=2)[CH:19]=[CH:20][CH:21]=[CH:22][CH:23]=1. The yield is 0.820.